Dataset: Reaction yield outcomes from USPTO patents with 853,638 reactions. Task: Predict the reaction yield, written as a fraction of the theoretical maximum amount of product (1.0 means a 100% yield; for example, 0.34 means a 34% yield). (1) The reactants are C[CH:2]1[CH2:7][CH2:6][CH2:5][N:4]([CH:8]2[CH2:13][CH2:12][NH:11][CH2:10][CH2:9]2)[CH2:3]1.[N:14]([C:17]1[CH:18]=[C:19]([CH:22]=[CH:23][C:24]=1[O:25][CH2:26][C:27]#[CH:28])[CH:20]=O)=[N+:15]=[N-:16].[CH3:29]C(O)=O.[BH-](OC(C)=O)(OC(C)=O)OC(C)=O.[Na+]. The catalyst is C(Cl)Cl. The product is [N:14]([C:17]1[CH:18]=[C:19]([CH:22]=[CH:23][C:24]=1[O:25][CH2:26][C:27]#[CH:28])[CH2:20][N:11]1[CH2:10][CH2:9][CH:8]([N:4]2[CH2:3][CH2:2][CH:7]([CH3:29])[CH2:6][CH2:5]2)[CH2:13][CH2:12]1)=[N+:15]=[N-:16]. The yield is 0.220. (2) The reactants are [CH3:1][S:2][C:3]1[C:4]([CH:9]=[O:10])=[N:5][CH:6]=[CH:7][CH:8]=1.[OH:11]OS([O-])=O.[K+]. The yield is 0.230. The catalyst is CO.O.C(Cl)Cl. The product is [CH3:1][S:2]([C:3]1[C:4]([CH:9]=[O:10])=[N:5][CH:6]=[CH:7][CH:8]=1)=[O:11]. (3) The reactants are [CH3:1][C:2]1[CH:3]=[C:4]([NH2:19])[C:5]([NH:9][CH2:10][CH2:11][CH2:12][C:13]2[CH:18]=[CH:17][CH:16]=[CH:15][CH:14]=2)=[CH:6][C:7]=1[CH3:8].[NH:20]1[C:28](=[O:29])[C:26](=O)[C:24](=O)[NH:23][C:21]1=[O:22].B(O)(O)O. The catalyst is C(O)(=O)C. The product is [CH3:1][C:2]1[C:7]([CH3:8])=[CH:6][C:5]2[N:9]([CH2:10][CH2:11][CH2:12][C:13]3[CH:18]=[CH:17][CH:16]=[CH:15][CH:14]=3)[C:24]3[C:26]([C:28](=[O:29])[NH:20][C:21](=[O:22])[N:23]=3)=[N:19][C:4]=2[CH:3]=1. The yield is 0.450.